Dataset: Forward reaction prediction with 1.9M reactions from USPTO patents (1976-2016). Task: Predict the product of the given reaction. (1) Given the reactants [F:1][C:2]1[CH:16]=[CH:15][C:5]([CH2:6][S:7]([CH2:9][C:10]([O:12]CC)=[O:11])=[O:8])=[CH:4][CH:3]=1.[OH-].[Na+], predict the reaction product. The product is: [F:1][C:2]1[CH:16]=[CH:15][C:5]([CH2:6][S:7]([CH2:9][C:10]([OH:12])=[O:11])=[O:8])=[CH:4][CH:3]=1. (2) Given the reactants C1C=CC2N(O)N=NC=2C=1.C(N(C(C)C)CC)(C)C.[Cl:20][CH2:21][CH2:22][O:23][CH:24]([C:28]1[CH:29]=[N:30][C:31]([Cl:34])=[CH:32][CH:33]=1)[C:25]([OH:27])=O.[C:35]([O:39][C:40]([CH3:43])([CH3:42])[CH3:41])(=[O:38])[NH:36][NH2:37], predict the reaction product. The product is: [Cl:20][CH2:21][CH2:22][O:23][CH:24]([C:28]1[CH:29]=[N:30][C:31]([Cl:34])=[CH:32][CH:33]=1)[C:25]([NH:37][NH:36][C:35]([O:39][C:40]([CH3:43])([CH3:42])[CH3:41])=[O:38])=[O:27]. (3) Given the reactants [Br:1][C:2]1[CH:7]=[CH:6][C:5]([OH:8])=[CH:4][CH:3]=1.C(=O)([O-])[O-].[K+].[K+].[CH2:15](Br)[CH2:16][CH2:17][CH2:18][CH2:19][CH3:20], predict the reaction product. The product is: [Br:1][C:2]1[CH:7]=[CH:6][C:5]([O:8][CH2:15][CH2:16][CH2:17][CH2:18][CH2:19][CH3:20])=[CH:4][CH:3]=1. (4) Given the reactants [Br:1][C:2]1[CH:3]=[C:4]([CH:7]=[C:8](Br)[C:9]=1[OH:10])[C:5]#[N:6].[N:12]([O-:14])=[O:13].[Na+].BrBr.O, predict the reaction product. The product is: [Br:1][C:2]1[CH:3]=[C:4]([CH:7]=[C:8]([N+:12]([O-:14])=[O:13])[C:9]=1[OH:10])[C:5]#[N:6]. (5) Given the reactants [F:1][C:2]1[CH:9]=[CH:8][C:5]([CH2:6][NH2:7])=[CH:4][CH:3]=1.F[C:11]1([CH:19]=[CH:18][N:17]=[CH:16][CH2:15]1)[C:12]([OH:14])=[O:13], predict the reaction product. The product is: [F:1][C:2]1[CH:9]=[CH:8][C:5]([CH2:6][NH:7][C:15]2[CH:16]=[N:17][CH:18]=[CH:19][C:11]=2[C:12]([OH:14])=[O:13])=[CH:4][CH:3]=1. (6) Given the reactants C(=O)([O-])[O-].[K+].[K+].[CH2:7](I)[CH3:8].[CH3:10][C:11]1([CH3:29])[O:15][N:14]=[C:13]([S:16][CH2:17][C:18]2[C:19]([OH:28])=[N:20][N:21]([CH3:27])[C:22]=2[C:23]([F:26])([F:25])[F:24])[CH2:12]1.O, predict the reaction product. The product is: [CH3:10][C:11]1([CH3:29])[O:15][N:14]=[C:13]([S:16][CH2:17][C:18]2[C:19]([O:28][CH2:7][CH3:8])=[N:20][N:21]([CH3:27])[C:22]=2[C:23]([F:26])([F:25])[F:24])[CH2:12]1. (7) The product is: [Br:1][C:2]1[N:7]=[C:6]([C:8]2([CH3:11])[NH:12][C:13](=[O:16])[CH2:14][O:10][CH2:9]2)[CH:5]=[CH:4][CH:3]=1. Given the reactants [Br:1][C:2]1[N:7]=[C:6]([C:8]([NH:12][C:13](=[O:16])[CH2:14]Cl)([CH3:11])[CH2:9][OH:10])[CH:5]=[CH:4][CH:3]=1.CC([O-])(C)C.[K+], predict the reaction product.